From a dataset of Catalyst prediction with 721,799 reactions and 888 catalyst types from USPTO. Predict which catalyst facilitates the given reaction. Reactant: [OH-].[Na+:2].[CH3:3][CH2:4][CH2:5][CH2:6][CH2:7][N:8]([CH2:10][CH2:11][C:12]([P:18]([OH:21])([OH:20])=[O:19])([P:14]([OH:17])([OH:16])=[O:15])[OH:13])[CH3:9]. Product: [CH3:3][CH2:4][CH2:5][CH2:6][CH2:7][N:8]([CH2:10][CH2:11][C:12]([P:18]([O-:21])([OH:20])=[O:19])([P:14]([OH:17])([OH:16])=[O:15])[OH:13])[CH3:9].[Na+:2]. The catalyst class is: 283.